Task: Predict which catalyst facilitates the given reaction.. Dataset: Catalyst prediction with 721,799 reactions and 888 catalyst types from USPTO (1) Reactant: Cl[C:2]1[CH:7]=[C:6]([C:8]2[CH:9]=[N:10][C:11]([C:14]([F:17])([F:16])[F:15])=[N:12][CH:13]=2)[N:5]=[CH:4][N:3]=1.[CH3:18][N:19](C)C=O. Product: [F:15][C:14]([F:17])([F:16])[C:11]1[N:10]=[CH:9][C:8]([C:6]2[CH:7]=[C:2]([C:18]#[N:19])[N:3]=[CH:4][N:5]=2)=[CH:13][N:12]=1. The catalyst class is: 507. (2) Reactant: Cl[C:2]1[CH:7]=[CH:6][NH:5][C:4](=[O:8])[C:3]=1[C:9]1[NH:10][C:11]2[C:12]([N:28]=1)=[CH:13][C:14]1[CH2:15][N:16]([CH2:21][CH2:22][N:23]3[CH2:27][CH2:26][CH2:25][CH2:24]3)[C:17](=[O:20])[C:18]=1[CH:19]=2.[Br:29][C:30]1[CH:35]=[CH:34][C:33]([F:36])=[CH:32][C:31]=1[CH2:37][C@@H:38]([NH2:40])[CH3:39].CCN(C(C)C)C(C)C. Product: [Br:29][C:30]1[CH:35]=[CH:34][C:33]([F:36])=[CH:32][C:31]=1[CH2:37][C@@H:38]([NH:40][C:2]1[CH:7]=[CH:6][NH:5][C:4](=[O:8])[C:3]=1[C:9]1[NH:10][C:11]2[C:12]([N:28]=1)=[CH:13][C:14]1[CH2:15][N:16]([CH2:21][CH2:22][N:23]3[CH2:27][CH2:26][CH2:25][CH2:24]3)[C:17](=[O:20])[C:18]=1[CH:19]=2)[CH3:39]. The catalyst class is: 14.